From a dataset of Forward reaction prediction with 1.9M reactions from USPTO patents (1976-2016). Predict the product of the given reaction. (1) The product is: [NH2:19][C:20]1[CH:25]=[CH:24][C:23]([Br:26])=[CH:22][C:21]=1[O:27][CH2:2][C:3]([C:5]1[C:10]([F:11])=[CH:9][CH:8]=[CH:7][C:6]=1[F:12])=[O:4]. Given the reactants Br[CH2:2][C:3]([C:5]1[C:10]([F:11])=[CH:9][CH:8]=[CH:7][C:6]=1[F:12])=[O:4].C([O-])([O-])=O.[Cs+].[Cs+].[NH2:19][C:20]1[CH:25]=[CH:24][C:23]([Br:26])=[CH:22][C:21]=1[OH:27].C(OCC)(=O)C.CCCCCC, predict the reaction product. (2) Given the reactants [CH3:1][O:2][C:3](=[O:20])/[C:4](/[CH3:19])=[CH:5]/[CH2:6][CH2:7][C:8]([CH3:18])=[CH:9][CH2:10][CH2:11][C:12]1[CH:17]=[CH:16][CH:15]=[CH:14][CH:13]=1.COC(C(=P(C1C=CC=CC=1)(C1C=CC=CC=1)C1C=CC=CC=1)C)=O, predict the reaction product. The product is: [CH3:1][O:2][C:3](=[O:20])/[C:4](/[CH3:19])=[CH:5]/[CH2:6][CH2:7][C:8]([CH3:18])=[CH:9][CH2:10][CH2:11][C:12]1[CH:13]=[CH:14][CH:15]=[CH:16][CH:17]=1.[CH3:19]/[C:4](=[CH:5]\[CH2:6][CH2:7]/[C:8](/[CH3:18])=[CH:9]/[CH2:10][CH2:11][C:12]1[CH:13]=[CH:14][CH:15]=[CH:16][CH:17]=1)/[CH2:3][OH:2]. (3) Given the reactants Cl.[F:2][C:3]1[CH:4]=[C:5]([C:10]([N:12]2[CH2:17][CH2:16][NH:15][CH2:14][CH2:13]2)=[O:11])[CH:6]=[CH:7][C:8]=1[CH3:9].[Cl:18][C:19]1[CH:24]=[C:23](Cl)[N:22]=[CH:21][N:20]=1.C(N(CC)CC)C, predict the reaction product. The product is: [Cl:18][C:19]1[N:20]=[CH:21][N:22]=[C:23]([N:15]2[CH2:14][CH2:13][N:12]([C:10]([C:5]3[CH:6]=[CH:7][C:8]([CH3:9])=[C:3]([F:2])[CH:4]=3)=[O:11])[CH2:17][CH2:16]2)[CH:24]=1. (4) Given the reactants Cl[C:2]1[NH:3][C:4]2[N:5]([N:9]=[C:10]([CH3:24])[C:11]=2[CH2:12][C:13]2[CH:18]=[CH:17][CH:16]=[C:15]([C:19]([F:22])([F:21])[F:20])[C:14]=2[CH3:23])[C:6](=[O:8])[CH:7]=1.[CH3:25][CH:26]1[O:31][CH2:30][CH2:29][NH:28][CH2:27]1, predict the reaction product. The product is: [CH3:24][C:10]1[C:11]([CH2:12][C:13]2[CH:18]=[CH:17][CH:16]=[C:15]([C:19]([F:22])([F:21])[F:20])[C:14]=2[CH3:23])=[C:4]2[N:3]=[C:2]([N:28]3[CH2:29][CH2:30][O:31][CH:26]([CH3:25])[CH2:27]3)[CH:7]=[C:6]([OH:8])[N:5]2[N:9]=1. (5) Given the reactants Br[C:2]1[N:6]2[C:7]3[C:12]([N:13]=[C:14]([CH3:15])[C:5]2=[C:4]([CH3:17])[N:3]=1)=[CH:11][CH:10]=[C:9]([F:16])[CH:8]=3.[CH3:18][C:19]1[CH:24]=[CH:23][CH:22]=[CH:21][C:20]=1B(O)O.C([O-])([O-])=O.[K+].[K+], predict the reaction product. The product is: [F:16][C:9]1[CH:8]=[C:7]2[C:12]([N:13]=[C:14]([CH3:15])[C:5]3[N:6]2[C:2]([C:20]2[CH:21]=[CH:22][CH:23]=[CH:24][C:19]=2[CH3:18])=[N:3][C:4]=3[CH3:17])=[CH:11][CH:10]=1. (6) Given the reactants [Cl:1][C:2]1[CH:7]=[CH:6][C:5]([CH2:8][C@@H:9]([NH:28][C:29]([C@@H:31]2[CH2:40][C:39]3[C:34](=[CH:35][CH:36]=[CH:37][CH:38]=3)[CH2:33][N:32]2C(OC(C)(C)C)=O)=[O:30])[C:10](=[O:27])[N:11]2[CH2:16][CH2:15][CH:14]([C:17]3[CH:22]=[CH:21][CH:20]=[CH:19][C:18]=3[C:23]([F:26])([F:25])[F:24])[CH2:13][CH2:12]2)=[CH:4][CH:3]=1.[C:48]([OH:54])([C:50]([F:53])([F:52])[F:51])=[O:49], predict the reaction product. The product is: [F:51][C:50]([F:53])([F:52])[C:48]([OH:54])=[O:49].[Cl:1][C:2]1[CH:7]=[CH:6][C:5]([CH2:8][C@@H:9]([NH:28][C:29]([C@@H:31]2[CH2:40][C:39]3[C:34](=[CH:35][CH:36]=[CH:37][CH:38]=3)[CH2:33][NH:32]2)=[O:30])[C:10](=[O:27])[N:11]2[CH2:16][CH2:15][CH:14]([C:17]3[CH:22]=[CH:21][CH:20]=[CH:19][C:18]=3[C:23]([F:25])([F:24])[F:26])[CH2:13][CH2:12]2)=[CH:4][CH:3]=1. (7) Given the reactants Cl[CH2:2][C:3]([NH:5][C:6]1[C:15](=[O:16])[C:14]2[N:13]=[C:12]([CH:17]=[O:18])[CH:11]=[CH:10][C:9]=2[C:8](=[O:19])[CH:7]=1)=[O:4].ClCC(NC1C(=O)C2N=C(C)C=CC=2C(=O)C=1)=O.[Se](=O)=O, predict the reaction product. The product is: [C:3]([NH:5][C:6]1[C:15](=[O:16])[C:14]2[N:13]=[C:12]([CH:17]=[O:18])[CH:11]=[CH:10][C:9]=2[C:8](=[O:19])[CH:7]=1)(=[O:4])[CH3:2].